From a dataset of hERG potassium channel inhibition data for cardiac toxicity prediction from Karim et al.. Regression/Classification. Given a drug SMILES string, predict its toxicity properties. Task type varies by dataset: regression for continuous values (e.g., LD50, hERG inhibition percentage) or binary classification for toxic/non-toxic outcomes (e.g., AMES mutagenicity, cardiotoxicity, hepatotoxicity). Dataset: herg_karim. The molecule is O=C(NC[C@H]1CC[C@@H](CCOc2ccccc2)CC1)c1cn[nH]c1. The result is 0 (non-blocker).